This data is from Forward reaction prediction with 1.9M reactions from USPTO patents (1976-2016). The task is: Predict the product of the given reaction. (1) Given the reactants [CH2:1]([O:3][C:4]1[CH:5]=[C:6]([CH:11]=[CH:12][C:13]=1[N+:14]([O-:16])=[O:15])[C:7]([NH:9][NH2:10])=O)[CH3:2].[CH3:17][N:18]=[C:19]=[S:20].C(N(CC)CC)C, predict the reaction product. The product is: [CH2:1]([O:3][C:4]1[CH:5]=[C:6]([C:7]2[N:18]([CH3:17])[C:19]([SH:20])=[N:10][N:9]=2)[CH:11]=[CH:12][C:13]=1[N+:14]([O-:16])=[O:15])[CH3:2]. (2) Given the reactants [CH:1]1([NH:4][C:5]2[N:10]=[C:9]([NH:11][C@@H:12]3[CH2:17][CH2:16][C@@H:15]([CH3:18])[C@H:14]([OH:19])[CH2:13]3)[C:8]([C:20]#[N:21])=[CH:7][N:6]=2)[CH2:3][CH2:2]1.CS(C)=[O:24], predict the reaction product. The product is: [CH:1]1([NH:4][C:5]2[N:10]=[C:9]([NH:11][C@@H:12]3[CH2:17][CH2:16][C@@H:15]([CH3:18])[C@H:14]([OH:19])[CH2:13]3)[C:8]([C:20]([NH2:21])=[O:24])=[CH:7][N:6]=2)[CH2:2][CH2:3]1. (3) Given the reactants Cl[C:2]1[C:7]([C:8](=O)[CH:9]([CH2:12][CH3:13])[CH2:10][CH3:11])=[CH:6][CH:5]=[C:4]([Cl:15])[N:3]=1.[CH3:16][NH:17][NH2:18].O, predict the reaction product. The product is: [Cl:15][C:4]1[N:3]=[C:2]2[N:17]([CH3:16])[N:18]=[C:8]([CH:9]([CH2:12][CH3:13])[CH2:10][CH3:11])[C:7]2=[CH:6][CH:5]=1.